From a dataset of Forward reaction prediction with 1.9M reactions from USPTO patents (1976-2016). Predict the product of the given reaction. Given the reactants Br[C:2]1[C:3]([F:22])=[CH:4][C:5]2[O:11][CH2:10][CH2:9][N:8]3[C:12]([CH:18]4[CH2:20][CH2:19]4)=[C:13]([C:15]([NH2:17])=[O:16])[N:14]=[C:7]3[C:6]=2[CH:21]=1.[CH3:23][C:24]([OH:29])([C:27]#[CH:28])[CH2:25][OH:26], predict the reaction product. The product is: [CH:18]1([C:12]2[N:8]3[CH2:9][CH2:10][O:11][C:5]4[CH:4]=[C:3]([F:22])[C:2]([C:28]#[C:27][C:24]([OH:29])([CH3:23])[CH2:25][OH:26])=[CH:21][C:6]=4[C:7]3=[N:14][C:13]=2[C:15]([NH2:17])=[O:16])[CH2:20][CH2:19]1.